Dataset: KCNQ2 potassium channel screen with 302,405 compounds. Task: Binary Classification. Given a drug SMILES string, predict its activity (active/inactive) in a high-throughput screening assay against a specified biological target. (1) The drug is O1c2cc(CNC(=O)Cn3c(=O)c4c(cc3)c(OCC(OCC)=O)ccc4)ccc2OC1. The result is 0 (inactive). (2) The drug is S(Oc1ccc(cc1)/C=N\NS(=O)(=O)c1ccc(cc1)C)(=O)(=O)c1cc([N+]([O-])=O)c(cc1)C. The result is 0 (inactive). (3) The drug is s1c(CNc2cc(c(N3CCOCC3)cc2)C(OCC)=O)ccc1. The result is 0 (inactive). (4) The drug is S1(=O)(=O)CC\C(=N/OC(=O)c2c(cccc2)C)c2c1scc2. The result is 0 (inactive). (5) The compound is Brc1c(NC(=S)NC(=O)c2n(nc(c2Cl)C)C)cccc1. The result is 1 (active). (6) The molecule is Clc1c(C(=O)Nc2onc(c2C#N)C)cccc1. The result is 0 (inactive). (7) The drug is O=C1c2c(C(=O)c3c1cccc3)ccc(c2[N+]([O-])=O)C(=O)NCCc1c2c([nH]c1C)cccc2. The result is 0 (inactive). (8) The compound is O1c2cc(CN3CCN(CC3)Cc3nc(nc(n3)N)Nc3ccccc3)ccc2OC1. The result is 0 (inactive). (9) The molecule is S=C1N(C(CC(N1)(C)C)C)CCCC(=O)N1CCN(CC1)c1c(F)cccc1. The result is 0 (inactive). (10) The molecule is O=C(Nc1[nH]c2c(n1)cccc2)c1cc(N(C)C)ccc1. The result is 0 (inactive).